Dataset: Ames mutagenicity test results for genotoxicity prediction. Task: Regression/Classification. Given a drug SMILES string, predict its toxicity properties. Task type varies by dataset: regression for continuous values (e.g., LD50, hERG inhibition percentage) or binary classification for toxic/non-toxic outcomes (e.g., AMES mutagenicity, cardiotoxicity, hepatotoxicity). Dataset: ames. (1) The compound is C=C(C)C(=O)OCCOC(=O)NNC(=O)OCCOC(=O)C(=C)C. The result is 0 (non-mutagenic). (2) The drug is O=[N+]([O-])c1cc2[nH]c3cc([N+](=O)[O-])c4ccccc4c3c2c2ccccc12. The result is 1 (mutagenic). (3) The drug is Cc1ccc(C2CO2)cc1. The result is 1 (mutagenic).